Predict the product of the given reaction. From a dataset of Forward reaction prediction with 1.9M reactions from USPTO patents (1976-2016). Given the reactants [C:1]1([S:7][C:8]2[CH:9]=[C:10]([CH:13]=[CH:14][CH:15]=2)[CH:11]=O)[CH:6]=[CH:5][CH:4]=[CH:3][CH:2]=1.[C@@H:16]1([NH2:26])[C:25]2[C:20](=[CH:21][CH:22]=[CH:23][CH:24]=2)[CH2:19][CH2:18][CH2:17]1, predict the reaction product. The product is: [C:1]1([S:7][C:8]2[CH:9]=[C:10]([CH:13]=[CH:14][CH:15]=2)[CH2:11][NH:26][C@@H:16]2[C:25]3[C:20](=[CH:21][CH:22]=[CH:23][CH:24]=3)[CH2:19][CH2:18][CH2:17]2)[CH:6]=[CH:5][CH:4]=[CH:3][CH:2]=1.